This data is from Forward reaction prediction with 1.9M reactions from USPTO patents (1976-2016). The task is: Predict the product of the given reaction. (1) Given the reactants Br[C:2]1[C:10]2[N:9]3[CH2:11][CH2:12][NH:13][C:14](=[O:15])[C:8]3=[C:7]([CH3:16])[C:6]=2[CH:5]=[C:4]([Cl:17])[CH:3]=1.[Cl:18][C:19]1[CH:20]=[C:21](B(O)O)[CH:22]=[CH:23][C:24]=1[Cl:25], predict the reaction product. The product is: [Cl:17][C:4]1[CH:3]=[C:2]([C:22]2[CH:21]=[CH:20][C:19]([Cl:18])=[C:24]([Cl:25])[CH:23]=2)[C:10]2[N:9]3[CH2:11][CH2:12][NH:13][C:14](=[O:15])[C:8]3=[C:7]([CH3:16])[C:6]=2[CH:5]=1. (2) Given the reactants [CH3:1][N:2]([CH3:8])[C@H:3]1[CH2:7][CH2:6][NH:5][CH2:4]1.C(N(CC)CC)C.F[C:17]1[C:18]([C:38]2[CH:43]=[CH:42][CH:41]=[CH:40][CH:39]=2)=[C:19]([CH3:37])[C:20]([C:35]#[N:36])=[C:21]2[C:25]=1[O:24][C:23]([C:26]1[CH:31]=[CH:30][CH:29]=[CH:28][C:27]=1[N+:32]([O-:34])=[O:33])=[N:22]2, predict the reaction product. The product is: [CH3:1][N:2]([CH3:8])[C@H:3]1[CH2:7][CH2:6][N:5]([C:17]2[C:18]([C:38]3[CH:39]=[CH:40][CH:41]=[CH:42][CH:43]=3)=[C:19]([CH3:37])[C:20]([C:35]#[N:36])=[C:21]3[C:25]=2[O:24][C:23]([C:26]2[CH:31]=[CH:30][CH:29]=[CH:28][C:27]=2[N+:32]([O-:34])=[O:33])=[N:22]3)[CH2:4]1. (3) Given the reactants O[C:2]1([C:25]2[CH:30]=[CH:29][C:28]([O:31][CH3:32])=[CH:27][CH:26]=2)[C:10]2[C:5](=[CH:6][CH:7]=[CH:8][CH:9]=2)[C:4]([C:11]2[CH:16]=[CH:15][C:14]3[O:17][CH2:18][O:19][C:13]=3[CH:12]=2)=[C:3]1[C:20]([O:22]CC)=[O:21].C([SiH](CC)CC)C.B(F)(F)F.CCOCC, predict the reaction product. The product is: [CH3:32][O:31][C:28]1[CH:29]=[CH:30][C:25]([CH:2]2[C:10]3[C:5](=[CH:6][CH:7]=[CH:8][CH:9]=3)[CH:4]([C:11]3[CH:16]=[CH:15][C:14]4[O:17][CH2:18][O:19][C:13]=4[CH:12]=3)[CH:3]2[C:20]([OH:22])=[O:21])=[CH:26][CH:27]=1. (4) The product is: [CH3:1][C:2]1[C:10]2[C:5](=[CH:6][CH:7]=[C:8]([N+:11]([O-:13])=[O:12])[CH:9]=2)[N:4]([C:14]([O:16][C:17]([CH3:20])([CH3:19])[CH3:18])=[O:15])[N:3]=1. Given the reactants [CH3:1][C:2]1[C:10]2[C:5](=[CH:6][CH:7]=[C:8]([N+:11]([O-:13])=[O:12])[CH:9]=2)[NH:4][N:3]=1.[C:14](O[C:14]([O:16][C:17]([CH3:20])([CH3:19])[CH3:18])=[O:15])([O:16][C:17]([CH3:20])([CH3:19])[CH3:18])=[O:15].C(N(CC)CC)C, predict the reaction product. (5) The product is: [Cl:44][C:38]1[CH:37]=[C:36]([C:33]2[CH:34]=[CH:35][N:31]([CH2:30][CH2:29][NH:28][C:12]([C:9]3[CH:8]=[C:7]([C:5]4[CH:4]=[N:3][N:2]([CH3:1])[CH:6]=4)[O:11][N:10]=3)=[O:14])[N:32]=2)[CH:43]=[CH:42][C:39]=1[C:40]#[N:41]. Given the reactants [CH3:1][N:2]1[CH:6]=[C:5]([C:7]2[O:11][N:10]=[C:9]([C:12]([OH:14])=O)[CH:8]=2)[CH:4]=[N:3]1.C1C=CC2N(O)N=NC=2C=1.N=C=N.[NH2:28][CH2:29][CH2:30][N:31]1[CH:35]=[CH:34][C:33]([C:36]2[CH:43]=[CH:42][C:39]([C:40]#[N:41])=[C:38]([Cl:44])[CH:37]=2)=[N:32]1.C(O)C(N)(CO)CO, predict the reaction product. (6) Given the reactants [N:1]1([C:7]2[CH:8]=[CH:9][C:10]([N+:14]([O-])=O)=[C:11]([NH2:13])[CH:12]=2)[CH2:6][CH2:5][O:4][CH2:3][CH2:2]1.[H][H], predict the reaction product. The product is: [N:1]1([C:7]2[CH:12]=[C:11]([NH2:13])[C:10]([NH2:14])=[CH:9][CH:8]=2)[CH2:6][CH2:5][O:4][CH2:3][CH2:2]1.